From a dataset of Peptide-MHC class II binding affinity with 134,281 pairs from IEDB. Regression. Given a peptide amino acid sequence and an MHC pseudo amino acid sequence, predict their binding affinity value. This is MHC class II binding data. (1) The peptide sequence is SAHCIGITDRDFIEG. The MHC is HLA-DQA10102-DQB10501 with pseudo-sequence HLA-DQA10102-DQB10501. The binding affinity (normalized) is 0. (2) The peptide sequence is ALKESWGAIW. The MHC is DRB1_0301 with pseudo-sequence DRB1_0301. The binding affinity (normalized) is 0. (3) The peptide sequence is PHAATIRVLALGNQE. The MHC is DRB1_0901 with pseudo-sequence DRB1_0901. The binding affinity (normalized) is 0.337. (4) The peptide sequence is KNVLKVGRLSAEELM. The MHC is HLA-DQA10301-DQB10302 with pseudo-sequence HLA-DQA10301-DQB10302. The binding affinity (normalized) is 0.208. (5) The peptide sequence is KYFAATQFEPLAARL. The MHC is DRB1_1201 with pseudo-sequence DRB1_1201. The binding affinity (normalized) is 0.374. (6) The peptide sequence is EKKYFAATQFEPLQA. The MHC is HLA-DPA10201-DPB10501 with pseudo-sequence HLA-DPA10201-DPB10501. The binding affinity (normalized) is 0.837. (7) The peptide sequence is SQDLELSWNLNGLQADLSY. The MHC is HLA-DQA10301-DQB10302 with pseudo-sequence HLA-DQA10301-DQB10302. The binding affinity (normalized) is 0.597. (8) The peptide sequence is APGAAAAPLSWSKDI. The binding affinity (normalized) is 0.555. The MHC is HLA-DQA10102-DQB10602 with pseudo-sequence HLA-DQA10102-DQB10602. (9) The peptide sequence is QLSRKTFDTEYQKTK. The MHC is DRB1_0401 with pseudo-sequence DRB1_0401. The binding affinity (normalized) is 0.132.